Dataset: Reaction yield outcomes from USPTO patents with 853,638 reactions. Task: Predict the reaction yield, written as a fraction of the theoretical maximum amount of product (1.0 means a 100% yield; for example, 0.34 means a 34% yield). (1) The yield is 0.530. The reactants are [NH2:1][C:2]1[CH:3]=[C:4]([CH:7]=[CH:8][C:9]=1[CH3:10])[C:5]#[N:6].Br.Br[CH:13]([C:15]1[CH:16]=[C:17]([C:32]([N:34]([CH3:36])[CH3:35])=[O:33])[CH:18]=[C:19]2[C:24]=1[O:23][C:22]([N:25]1[CH2:30][CH2:29][O:28][CH2:27][CH2:26]1)=[CH:21][C:20]2=[O:31])[CH3:14]. The product is [C:5]([C:4]1[CH:7]=[CH:8][C:9]([CH3:10])=[C:2]([NH:1][CH:13]([C:15]2[CH:16]=[C:17]([C:32]([N:34]([CH3:36])[CH3:35])=[O:33])[CH:18]=[C:19]3[C:24]=2[O:23][C:22]([N:25]2[CH2:30][CH2:29][O:28][CH2:27][CH2:26]2)=[CH:21][C:20]3=[O:31])[CH3:14])[CH:3]=1)#[N:6]. No catalyst specified. (2) The reactants are [Cl:1][C:2]1[C:3]([C:27]2[CH:28]=[N:29][N:30]3[CH:35]=[CH:34][CH:33]=[CH:32][C:31]=23)=[N:4][C:5]([NH:8][C:9]2[CH:14]=[C:13]([N+:15]([O-])=O)[C:12]([N:18]3[CH2:21][CH:20]([N:22]([CH3:24])[CH3:23])[CH2:19]3)=[CH:11][C:10]=2[O:25][CH3:26])=[N:6][CH:7]=1.[NH4+].[Cl-].O. The catalyst is C(O)C.[Fe]. The product is [Cl:1][C:2]1[C:3]([C:27]2[CH:28]=[N:29][N:30]3[CH:35]=[CH:34][CH:33]=[CH:32][C:31]=23)=[N:4][C:5]([NH:8][C:9]2[C:10]([O:25][CH3:26])=[CH:11][C:12]([N:18]3[CH2:21][CH:20]([N:22]([CH3:24])[CH3:23])[CH2:19]3)=[C:13]([NH2:15])[CH:14]=2)=[N:6][CH:7]=1. The yield is 0.940. (3) The reactants are [Br:1][C:2]1[CH:3]=[C:4]([OH:8])[CH:5]=[CH:6][CH:7]=1.[H-].[Na+].Br[CH2:12][CH2:13][CH2:14][Cl:15]. The catalyst is CN(C=O)C. The product is [Br:1][C:2]1[CH:7]=[CH:6][CH:5]=[C:4]([O:8][CH2:12][CH2:13][CH2:14][Cl:15])[CH:3]=1. The yield is 0.910. (4) The reactants are [C:1]([C:4]1[CH:5]=[C:6]2[CH:12]=[CH:11][O:10][C:7]2=[CH:8][N:9]=1)(=[O:3])[CH3:2].[H-].C([Al+]CC(C)C)C(C)C.[Cl-].[NH4+]. The catalyst is C1(C)C=CC=CC=1. The product is [OH:3][CH:1]([C:4]1[CH:5]=[C:6]2[CH:12]=[CH:11][O:10][C:7]2=[CH:8][N:9]=1)[CH3:2]. The yield is 0.920. (5) The reactants are [CH2:1]1[C@@H:5](N2C(=O)NC(=O)C=C2)[O:4][C@@H:3]([CH2:14][OH:15])[C@@H:2]1[OH:16].N1C=CC=CC=1.[C:23]1([CH3:32])[CH:28]=[CH:27][C:26](C(Cl)=O)=[CH:25][CH:24]=1.C(OCC)(=[O:35])C. The catalyst is COCCOC.CCCCCC.CC(OC)(C)C. The product is [CH2:32]([O:15][CH2:14][C@@H:3]1[O:4][CH:5]([OH:35])[CH2:1][C@H:2]1[OH:16])[C:23]1[CH:28]=[CH:27][CH:26]=[CH:25][CH:24]=1. The yield is 0.370. (6) The reactants are [CH3:1][CH:2]1[CH2:7][CH:6]([C:8]2[CH:17]=[CH:16][CH:15]=[C:14]3[C:9]=2[CH:10]=[CH:11][C:12]([CH3:18])=[N:13]3)[CH2:5][CH2:4][N:3]1C(OC(C)(C)C)=O.C(Cl)Cl. The catalyst is C(O)(C(F)(F)F)=O. The product is [CH3:18][C:12]1[CH:11]=[CH:10][C:9]2[C:14](=[CH:15][CH:16]=[CH:17][C:8]=2[CH:6]2[CH2:5][CH2:4][NH:3][CH:2]([CH3:1])[CH2:7]2)[N:13]=1. The yield is 0.860. (7) The reactants are [CH3:1][O:2][C:3]([C@@H:5]1[C@H:9]([C:10]2[CH:15]=[CH:14][C:13]([Cl:16])=[CH:12][CH:11]=2)[CH2:8][N:7]([CH2:17][C:18]2[CH:23]=[CH:22][CH:21]=[CH:20][CH:19]=2)[CH2:6]1)=[O:4].C[O-].[Na+].S(=O)(=O)(O)O.C(=O)([O-])[O-].[Na+].[Na+]. The catalyst is CO.C(OC)(C)(C)C. The product is [CH3:1][O:2][C:3]([C@H:5]1[C@H:9]([C:10]2[CH:15]=[CH:14][C:13]([Cl:16])=[CH:12][CH:11]=2)[CH2:8][N:7]([CH2:17][C:18]2[CH:19]=[CH:20][CH:21]=[CH:22][CH:23]=2)[CH2:6]1)=[O:4]. The yield is 0.860. (8) The reactants are Br[C:2]1[CH:3]=[N:4][CH:5]=[C:6]([CH:10]=1)[C:7]([OH:9])=[O:8].[C:11]1(B(O)O)[CH:16]=[CH:15][CH:14]=[CH:13][CH:12]=1.C(=O)([O-])[O-].[Na+].[Na+].C1(C)C=CC=CC=1. The catalyst is C(O)C.C1C=CC([P]([Pd]([P](C2C=CC=CC=2)(C2C=CC=CC=2)C2C=CC=CC=2)([P](C2C=CC=CC=2)(C2C=CC=CC=2)C2C=CC=CC=2)[P](C2C=CC=CC=2)(C2C=CC=CC=2)C2C=CC=CC=2)(C2C=CC=CC=2)C2C=CC=CC=2)=CC=1.O. The product is [C:11]1([C:2]2[CH:3]=[N:4][CH:5]=[C:6]([CH:10]=2)[C:7]([OH:9])=[O:8])[CH:16]=[CH:15][CH:14]=[CH:13][CH:12]=1. The yield is 0.670. (9) The product is [NH2:1][C:2]1[N:10]=[C:9]2[C:5]([N:6]=[CH:7][N:8]2[CH:11]2[O:12][CH:13]([CH:25]=[CH:26][P:27](=[O:28])([OH:29])[OH:32])[CH2:14][CH:15]2[OH:16])=[C:4]([NH2:41])[N:3]=1. The reactants are [NH2:1][C:2]1[N:10]=[C:9]2[C:5]([N:6]=[CH:7][N:8]2[CH:11]2[CH:15]([O:16]C(=O)C3C=CC=CC=3)[CH2:14][CH:13]([CH:25]=[CH:26][P:27]([O:32]CC)([O:29]CC)=[O:28])[O:12]2)=[C:4](Cl)[N:3]=1.C[Si](Br)(C)C.[N:41]1C(C)=CC=CC=1C. The yield is 0.743. The catalyst is CC#N.